This data is from Full USPTO retrosynthesis dataset with 1.9M reactions from patents (1976-2016). The task is: Predict the reactants needed to synthesize the given product. (1) Given the product [CH3:31][O:32][NH:33][C:23](=[O:25])[C@H:15]([CH2:16][C:17]1[CH:22]=[CH:21][CH:20]=[CH:19][CH:18]=1)[NH:14][C:12](=[O:13])[C@@H:11]1[CH2:26][CH2:27][CH2:28][N:10]1[S:7]([C:4]1[CH:3]=[CH:2][C:1]([CH3:29])=[CH:6][CH:5]=1)(=[O:9])=[O:8], predict the reactants needed to synthesize it. The reactants are: [C:1]1([CH3:29])[CH:6]=[CH:5][C:4]([S:7]([N:10]2[CH2:28][CH2:27][CH2:26][C@H:11]2[C:12]([NH:14][C@H:15]([C:23]([OH:25])=O)[CH2:16][C:17]2[CH:22]=[CH:21][CH:20]=[CH:19][CH:18]=2)=[O:13])(=[O:9])=[O:8])=[CH:3][CH:2]=1.Cl.[CH3:31][O:32][NH2:33]. (2) Given the product [C:1]([O:5][C:6](=[O:23])[CH2:7][O:8][CH:9]1[CH2:13][CH2:12][N:11]([C:14]2[CH:19]=[CH:18][C:17]([NH:20][C:35]([C:33]3[N:34]=[C:30]([C:24]4[CH:29]=[CH:28][CH:27]=[CH:26][CH:25]=4)[O:31][C:32]=3[C:38]([F:40])([F:41])[F:39])=[O:36])=[CH:16][N:15]=2)[CH2:10]1)([CH3:4])([CH3:3])[CH3:2], predict the reactants needed to synthesize it. The reactants are: [C:1]([O:5][C:6](=[O:23])[CH2:7][O:8][CH:9]1[CH2:13][CH2:12][N:11]([C:14]2[CH:19]=[CH:18][C:17]([N+:20]([O-])=O)=[CH:16][N:15]=2)[CH2:10]1)([CH3:4])([CH3:3])[CH3:2].[C:24]1([C:30]2[O:31][C:32]([C:38]([F:41])([F:40])[F:39])=[C:33]([C:35](O)=[O:36])[N:34]=2)[CH:29]=[CH:28][CH:27]=[CH:26][CH:25]=1.CCN(CC)CC.F[P-](F)(F)(F)(F)F.N1(O[P+](N(C)C)(N(C)C)N(C)C)C2C=CC=CC=2N=N1. (3) Given the product [CH3:1][O:2][C:3]([C:5]1([CH2:11][CH2:12][CH2:13][NH:33][C:17]2[CH:18]=[CH:19][C:20]([N:22]3[CH2:26][CH2:25][C@H:24]([N:27]4[CH2:31][CH2:30][CH2:29][C@@H:28]4[CH3:32])[CH2:23]3)=[CH:21][C:16]=2[F:15])[CH2:6][CH2:7][O:8][CH2:9][CH2:10]1)=[O:4], predict the reactants needed to synthesize it. The reactants are: [CH3:1][O:2][C:3]([C:5]1([CH2:11][CH2:12][CH:13]=O)[CH2:10][CH2:9][O:8][CH2:7][CH2:6]1)=[O:4].[F:15][C:16]1[CH:21]=[C:20]([N:22]2[CH2:26][CH2:25][C@H:24]([N:27]3[CH2:31][CH2:30][CH2:29][C@@H:28]3[CH3:32])[CH2:23]2)[CH:19]=[CH:18][C:17]=1[NH2:33].C(O)(=O)C.[BH-](OC(C)=O)(OC(C)=O)OC(C)=O.[Na+]. (4) Given the product [Br:13][C:14]1[CH:15]=[C:16]2[C:21](=[CH:22][CH:23]=1)[CH2:20][NH:19][C:18](=[O:24])[CH:17]2[CH3:1].[Br:25][C:26]1[CH:27]=[CH:28][CH:29]=[C:30]2[C:35]=1[CH2:34][NH:33][C:32](=[O:36])[CH:31]2[CH3:6], predict the reactants needed to synthesize it. The reactants are: [CH2:1]([Li])CCC.[CH:6](NC(C)C)(C)C.[Br:13][C:14]1[CH:15]=[C:16]2[C:21](=[CH:22][CH:23]=1)[CH2:20][NH:19][C:18](=[O:24])[CH2:17]2.[Br:25][C:26]1[CH:27]=[CH:28][CH:29]=[C:30]2[C:35]=1[CH2:34][NH:33][C:32](=[O:36])[CH2:31]2.IC.Cl. (5) Given the product [C:26]([C:28]1[CH:35]=[CH:34][C:31]([CH2:32][N:12]([C:13]2[CH:20]=[C:19]([CH:16]=[CH:15][CH:14]=2)[C:36]#[N:37])[CH2:11][C:10]2[CH:9]=[N:8][C:7]([CH3:21])=[C:6]3[O:22][C:2]([CH3:1])([CH3:23])[O:3][CH2:4][C:5]=23)=[CH:30][CH:29]=1)#[N:27], predict the reactants needed to synthesize it. The reactants are: [CH3:1][C:2]1([CH3:23])[O:22][C:6]2=[C:7]([CH3:21])[N:8]=[CH:9][C:10]([CH2:11][NH:12][C:13]3[CH:20]=[CH:19][C:16](C#N)=[CH:15][CH:14]=3)=[C:5]2[CH2:4][O:3]1.[H-].[Na+].[C:26]([C:28]1[CH:35]=[CH:34][C:31]([CH2:32]Br)=[CH:30][CH:29]=1)#[N:27].[CH3:36][N:37](C=O)C.